Task: Binary Classification. Given a drug SMILES string, predict its activity (active/inactive) in a high-throughput screening assay against a specified biological target.. Dataset: Serine/threonine kinase 33 screen with 319,792 compounds (1) The molecule is S(=O)(=O)(N1CCN(CC1)C)c1cc(C(=O)NCCC=2CCCCC2)ccc1. The result is 0 (inactive). (2) The molecule is S(=O)(=O)(N1CCOCC1)c1cc(n(c1)C)C(=O)Nc1c(cc(cc1)C)C. The result is 0 (inactive). (3) The drug is Clc1cc([N+]([O-])=O)c(C(OCC(=O)N2CCCC2=O)=O)cc1. The result is 0 (inactive). (4) The compound is Oc1c2c(n(c(=O)c1C(=O)c1n[nH]nn1)C)ccc(c2)CC. The result is 0 (inactive). (5) The compound is S\1C(=S)N(CCC(=O)NCCCN2CCOCC2)C(=O)C1=C/c1ccc(OC)cc1. The result is 0 (inactive).